From a dataset of Catalyst prediction with 721,799 reactions and 888 catalyst types from USPTO. Predict which catalyst facilitates the given reaction. (1) Reactant: [C:1]([C:5]1[CH:9]=[C:8]([NH:10][C:11]([NH:13][C:14]2[CH:19]=[CH:18][CH:17]=[C:16]([Cl:20])[C:15]=2[Cl:21])=[O:12])[N:7]([C:22]2[CH:31]=[C:30]3[C:25]([CH2:26][C@@H:27]([C:39](=[O:41])[NH2:40])[N:28](C(OC(C)(C)C)=O)[CH2:29]3)=[CH:24][CH:23]=2)[N:6]=1)([CH3:4])([CH3:3])[CH3:2]. Product: [C:1]([C:5]1[CH:9]=[C:8]([NH:10][C:11]([NH:13][C:14]2[CH:19]=[CH:18][CH:17]=[C:16]([Cl:20])[C:15]=2[Cl:21])=[O:12])[N:7]([C:22]2[CH:31]=[C:30]3[C:25]([CH2:26][C@@H:27]([C:39](=[O:41])[NH2:40])[NH:28][CH2:29]3)=[CH:24][CH:23]=2)[N:6]=1)([CH3:4])([CH3:2])[CH3:3]. The catalyst class is: 89. (2) Reactant: C([NH:4][C:5]1[CH:6]=[C:7]([NH:11][C:12]([NH2:14])=[S:13])[CH:8]=[CH:9][CH:10]=1)(=O)C.Br[CH2:16][C:17]([C:19]1[CH:24]=[CH:23][CH:22]=[CH:21][CH:20]=1)=O. Product: [C:19]1([C:17]2[N:14]=[C:12]([NH:11][C:7]3[CH:6]=[C:5]([CH:10]=[CH:9][CH:8]=3)[NH2:4])[S:13][CH:16]=2)[CH:24]=[CH:23][CH:22]=[CH:21][CH:20]=1. The catalyst class is: 8. (3) Reactant: Cl[C:2]1[N:6]2[CH:7]=[C:8]([F:11])[CH:9]=[CH:10][C:5]2=[N:4][N:3]=1.[CH3:12][N:13]1[CH2:18][CH2:17][NH:16][CH2:15][CH2:14]1. Product: [F:11][C:8]1[CH:9]=[CH:10][C:5]2[N:6]([C:2]([N:16]3[CH2:17][CH2:18][N:13]([CH3:12])[CH2:14][CH2:15]3)=[N:3][N:4]=2)[CH:7]=1. The catalyst class is: 44. (4) Reactant: [OH-].[Na+].C([O:5][C:6]([CH:8]1[CH2:13][CH2:12][N:11]([C:14]2[CH:19]=[CH:18][CH:17]=[CH:16][N:15]=2)[CH2:10][CH2:9]1)=[O:7])C. Product: [N:11]1([C:14]2[CH:19]=[CH:18][CH:17]=[CH:16][N:15]=2)[CH2:12][CH2:13][CH:8]([C:6]([OH:7])=[O:5])[CH2:9][CH2:10]1. The catalyst class is: 12. (5) Reactant: Cl[C:2]([C:13]1[CH:18]=[CH:17][C:16]([N+:19]([O-])=O)=[C:15]([F:22])[CH:14]=1)([C:8]([O:10][CH2:11][CH3:12])=[O:9])[C:3]([O:5][CH2:6][CH3:7])=[O:4].FC1C=C(C(C(OCC)=O)C(OCC)=O)C=CC=1[N+]([O-])=O.C(OCC)(=O)C.C([O-])=O.[NH4+]. Product: [NH2:19][C:16]1[CH:17]=[CH:18][C:13]([CH:2]([C:8]([O:10][CH2:11][CH3:12])=[O:9])[C:3]([O:5][CH2:6][CH3:7])=[O:4])=[CH:14][C:15]=1[F:22]. The catalyst class is: 29. (6) Reactant: [CH3:13][C:12]([O:11][C:9](O[C:9]([O:11][C:12]([CH3:15])([CH3:14])[CH3:13])=[O:10])=[O:10])([CH3:15])[CH3:14].CCN(CC)CC.Cl.[N:24]1([C:29](=[NH:31])[NH2:30])[CH:28]=[CH:27][CH:26]=[N:25]1. Product: [N:24]1([C:29]([NH:31][C:9](=[O:10])[O:11][C:12]([CH3:13])([CH3:14])[CH3:15])=[NH:30])[CH:28]=[CH:27][CH:26]=[N:25]1. The catalyst class is: 230. (7) Reactant: [C:1]([O:5][C:6](=[O:23])[CH2:7][C@@H:8]1[CH2:11][C@H:10]([C:12]([O:14][C@H](C2C=CC=CC=2)C)=[O:13])[CH2:9]1)([CH3:4])([CH3:3])[CH3:2]. Product: [C:1]([O:5][C:6](=[O:23])[CH2:7][C@@H:8]1[CH2:9][C@H:10]([C:12]([OH:14])=[O:13])[CH2:11]1)([CH3:4])([CH3:2])[CH3:3]. The catalyst class is: 129.